This data is from Reaction yield outcomes from USPTO patents with 853,638 reactions. The task is: Predict the reaction yield, written as a fraction of the theoretical maximum amount of product (1.0 means a 100% yield; for example, 0.34 means a 34% yield). (1) The reactants are [Cl:1][C:2]1[C:7]([F:8])=[C:6]([C:9]([OH:11])=O)[CH:5]=[CH:4][N:3]=1.[CH3:12][O:13][CH2:14][CH2:15][NH2:16]. No catalyst specified. The product is [Cl:1][C:2]1[C:7]([F:8])=[C:6]([C:9]([NH:16][CH2:15][CH2:14][O:13][CH3:12])=[O:11])[CH:5]=[CH:4][N:3]=1. The yield is 0.620. (2) The reactants are C(O[BH-](OC(=O)C)OC(=O)C)(=O)C.[Na+].[Cl:15][C:16]1[C:17]([CH:28]=O)=[N:18][CH:19]=[C:20]([N:22]([CH3:27])[CH:23]([CH3:26])[CH2:24][CH3:25])[N:21]=1.[CH2:30]([NH:37][CH2:38][CH2:39][OH:40])[C:31]1[CH:36]=[CH:35][CH:34]=[CH:33][CH:32]=1.C(=O)([O-])O.[Na+]. The catalyst is C(#N)C.C(O)(=O)C. The product is [CH2:30]([N:37]([CH2:28][C:17]1[C:16]([Cl:15])=[N:21][C:20]([N:22]([CH3:27])[CH:23]([CH3:26])[CH2:24][CH3:25])=[CH:19][N:18]=1)[CH2:38][CH2:39][OH:40])[C:31]1[CH:36]=[CH:35][CH:34]=[CH:33][CH:32]=1. The yield is 0.910. (3) The reactants are [C:1]([C:5]1[C:6]([OH:18])=[C:7]([CH:12]=[C:13]([N+:15]([O-:17])=[O:16])[CH:14]=1)[C:8]([O:10][CH3:11])=[O:9])([CH3:4])([CH3:3])[CH3:2].[C:19](=O)([O-])[O-].[K+].[K+].S(OC)(OC)(=O)=O. The catalyst is CC(C)=O. The product is [C:1]([C:5]1[C:6]([O:18][CH3:19])=[C:7]([CH:12]=[C:13]([N+:15]([O-:17])=[O:16])[CH:14]=1)[C:8]([O:10][CH3:11])=[O:9])([CH3:4])([CH3:2])[CH3:3]. The yield is 0.870. (4) The catalyst is C1COCC1. The product is [CH3:23][C:22]([CH3:25])([CH3:24])[C:4]([C:5]1[CH:6]=[CH:7][C:8]([C:11]2[CH:15]=[C:14]([C:16]([F:17])([F:18])[F:19])[O:13][N:12]=2)=[CH:9][CH:10]=1)=[O:20]. The yield is 0.0700. The reactants are CON(C)[C:4](=[O:20])[C:5]1[CH:10]=[CH:9][C:8]([C:11]2[CH:15]=[C:14]([C:16]([F:19])([F:18])[F:17])[O:13][N:12]=2)=[CH:7][CH:6]=1.[C:22]([Mg]Br)([CH3:25])([CH3:24])[CH3:23].